Dataset: Reaction yield outcomes from USPTO patents with 853,638 reactions. Task: Predict the reaction yield, written as a fraction of the theoretical maximum amount of product (1.0 means a 100% yield; for example, 0.34 means a 34% yield). (1) The reactants are [C:1]1([C:7]2[NH:11][N:10]=[N:9][N:8]=2)[CH:6]=[CH:5][CH:4]=[CH:3][CH:2]=1.C(N(CC)CC)C.Cl[C:20]([C:33]1[CH:38]=[CH:37][CH:36]=[CH:35][CH:34]=1)([C:27]1[CH:32]=[CH:31][CH:30]=[CH:29][CH:28]=1)[C:21]1[CH:26]=[CH:25][CH:24]=[CH:23][CH:22]=1. The catalyst is C(Cl)Cl. The product is [C:1]1([C:7]2[N:11]([C:20]([C:21]3[CH:26]=[CH:25][CH:24]=[CH:23][CH:22]=3)([C:33]3[CH:34]=[CH:35][CH:36]=[CH:37][CH:38]=3)[C:27]3[CH:28]=[CH:29][CH:30]=[CH:31][CH:32]=3)[N:10]=[N:9][N:8]=2)[CH:2]=[CH:3][CH:4]=[CH:5][CH:6]=1. The yield is 0.940. (2) The reactants are [F:1][C:2]1[CH:7]=[CH:6][C:5]([C:8]2[O:9][C:10]3[CH:20]=[C:19]([N:21]([CH3:26])[S:22]([CH3:25])(=[O:24])=[O:23])[C:18]([C:27]4[CH:32]=[CH:31][CH:30]=[C:29]([C:33]#[C:34][Si](C)(C)C)[CH:28]=4)=[CH:17][C:11]=3[C:12]=2[C:13]([NH:15][CH3:16])=[O:14])=[CH:4][CH:3]=1.[F-].[K+]. The catalyst is CO.O. The product is [C:33]([C:29]1[CH:28]=[C:27]([C:18]2[C:19]([N:21]([CH3:26])[S:22]([CH3:25])(=[O:23])=[O:24])=[CH:20][C:10]3[O:9][C:8]([C:5]4[CH:4]=[CH:3][C:2]([F:1])=[CH:7][CH:6]=4)=[C:12]([C:13]([NH:15][CH3:16])=[O:14])[C:11]=3[CH:17]=2)[CH:32]=[CH:31][CH:30]=1)#[CH:34]. The yield is 0.570. (3) The reactants are [Cl:1][C:2]1[C:3]([N:8]2[CH:12]=[CH:11][C:10]([C:13]([F:16])([F:15])[F:14])=[N:9]2)=[N:4][CH:5]=[CH:6][CH:7]=1.C([Mg][Cl:21])(C)C.[O:22]1[CH2:26]CCC1. No catalyst specified. The product is [Cl:1][C:2]1[C:3]([N:8]2[C:12]([C:26]([Cl:21])=[O:22])=[CH:11][C:10]([C:13]([F:16])([F:14])[F:15])=[N:9]2)=[N:4][CH:5]=[CH:6][CH:7]=1. The yield is 0.846. (4) The reactants are [Br:1][C:2]1[N:6]([S:7]([C:10]2[CH:15]=[CH:14][CH:13]=[CH:12][CH:11]=2)(=[O:9])=[O:8])[CH:5]=[C:4]([CH2:16][OH:17])[CH:3]=1.O.C[N+]1([O-])CCOCC1. The catalyst is C(#N)C.[Ru]([O-])(=O)(=O)=O.C([N+](CCC)(CCC)CCC)CC. The product is [Br:1][C:2]1[N:6]([S:7]([C:10]2[CH:15]=[CH:14][CH:13]=[CH:12][CH:11]=2)(=[O:9])=[O:8])[CH:5]=[C:4]([CH:16]=[O:17])[CH:3]=1. The yield is 0.710.